This data is from Catalyst prediction with 721,799 reactions and 888 catalyst types from USPTO. The task is: Predict which catalyst facilitates the given reaction. (1) Reactant: [F:1][C:2]1[CH:20]=[CH:19][C:5]([CH2:6][N:7]2[C:15]3[C:10](=[CH:11][CH:12]=[CH:13][CH:14]=3)[C:9]([C:16]([OH:18])=O)=[N:8]2)=[CH:4][CH:3]=1.[NH2:21][C@@H:22]([C:26]1[CH:31]=[CH:30][CH:29]=[CH:28][CH:27]=1)[C:23]([NH2:25])=[O:24].CCN=C=NCCCN(C)C.Cl.C1C=CC2N(O)N=NC=2C=1.C(N(CC)C(C)C)(C)C. Product: [NH2:25][C:23](=[O:24])[C@@H:22]([NH:21][C:16]([C:9]1[C:10]2[C:15](=[CH:14][CH:13]=[CH:12][CH:11]=2)[N:7]([CH2:6][C:5]2[CH:4]=[CH:3][C:2]([F:1])=[CH:20][CH:19]=2)[N:8]=1)=[O:18])[C:26]1[CH:31]=[CH:30][CH:29]=[CH:28][CH:27]=1. The catalyst class is: 18. (2) The catalyst class is: 697. Reactant: [CH2:1]([O:3][C:4]1[CH:9]=[CH:8][C:7]([N:10]2[C:18]([CH3:19])=[C:17]3[C:12]([C:13]([CH3:21])=[N:14][N:15]=[C:16]3[CH3:20])=[C:11]2[CH3:22])=[CH:6][C:5]=1[CH2:23][OH:24])[CH3:2]. Product: [CH2:1]([O:3][C:4]1[CH:9]=[CH:8][C:7]([N:10]2[C:11]([CH3:22])=[C:12]3[C:17]([C:16]([CH3:20])=[N:15][N:14]=[C:13]3[CH3:21])=[C:18]2[CH3:19])=[CH:6][C:5]=1[CH:23]=[O:24])[CH3:2]. (3) Reactant: [CH2:1]([CH:8]1[N:13]([C:14]([C:16]2[CH:17]=[N:18][N:19]([C:28]3[CH:33]=[CH:32][CH:31]=[CH:30][C:29]=3[O:34]CC3C=CC=CC=3)[C:20]=2[C:21]2[CH:26]=[CH:25][C:24]([F:27])=[CH:23][CH:22]=2)=[O:15])[CH2:12][CH2:11][N:10]([C:42]([O:44][C:45]([CH3:48])([CH3:47])[CH3:46])=[O:43])[CH2:9]1)[C:2]1[CH:7]=[CH:6][CH:5]=[CH:4][CH:3]=1. Product: [CH2:1]([CH:8]1[N:13]([C:14]([C:16]2[CH:17]=[N:18][N:19]([C:28]3[CH:33]=[CH:32][CH:31]=[CH:30][C:29]=3[OH:34])[C:20]=2[C:21]2[CH:26]=[CH:25][C:24]([F:27])=[CH:23][CH:22]=2)=[O:15])[CH2:12][CH2:11][N:10]([C:42]([O:44][C:45]([CH3:48])([CH3:47])[CH3:46])=[O:43])[CH2:9]1)[C:2]1[CH:7]=[CH:6][CH:5]=[CH:4][CH:3]=1. The catalyst class is: 29. (4) Reactant: [H-].[Al+3].[Li+].[H-].[H-].[H-].[Si:7]([O:24][C@H:25]([CH2:40][CH2:41][CH2:42][CH2:43][CH2:44][CH3:45])[CH2:26]/[CH:27]=[CH:28]\[CH2:29][CH2:30][CH2:31][CH2:32][CH2:33][CH2:34][CH2:35][C:36](OC)=[O:37])([C:20]([CH3:23])([CH3:22])[CH3:21])([C:14]1[CH:19]=[CH:18][CH:17]=[CH:16][CH:15]=1)[C:8]1[CH:13]=[CH:12][CH:11]=[CH:10][CH:9]=1.[OH-].[Na+]. Product: [Si:7]([O:24][C@H:25]([CH2:40][CH2:41][CH2:42][CH2:43][CH2:44][CH3:45])[CH2:26]/[CH:27]=[CH:28]\[CH2:29][CH2:30][CH2:31][CH2:32][CH2:33][CH2:34][CH2:35][CH2:36][OH:37])([C:20]([CH3:22])([CH3:23])[CH3:21])([C:14]1[CH:15]=[CH:16][CH:17]=[CH:18][CH:19]=1)[C:8]1[CH:9]=[CH:10][CH:11]=[CH:12][CH:13]=1. The catalyst class is: 1.